From a dataset of Forward reaction prediction with 1.9M reactions from USPTO patents (1976-2016). Predict the product of the given reaction. Given the reactants [F:1][C:2]([F:12])([F:11])[CH:3]([C:7]([F:10])([F:9])[F:8])[C:4](O)=[O:5].C(Cl)(C(Cl)=O)=O.[NH2:19][CH2:20][C:21]1[CH:26]=[CH:25][CH:24]=[CH:23][CH:22]=1.CCN(C(C)C)C(C)C, predict the reaction product. The product is: [CH2:20]([NH:19][C:4](=[O:5])[CH:3]([C:7]([F:10])([F:9])[F:8])[C:2]([F:12])([F:11])[F:1])[C:21]1[CH:26]=[CH:25][CH:24]=[CH:23][CH:22]=1.